From a dataset of Reaction yield outcomes from USPTO patents with 853,638 reactions. Predict the reaction yield, written as a fraction of the theoretical maximum amount of product (1.0 means a 100% yield; for example, 0.34 means a 34% yield). (1) The reactants are [C:1]1([C:7]2[CH:8]=[CH:9][C:10]3[N:11]([C:13]([CH2:16][NH2:17])=[N:14][N:15]=3)[N:12]=2)[CH:6]=[CH:5][CH:4]=[CH:3][CH:2]=1.Cl[C:19]1[N:27]=[CH:26][N:25]=[C:24]2[C:20]=1[NH:21][CH:22]=[N:23]2.C(O)(CC)C. No catalyst specified. The product is [C:1]1([C:7]2[CH:8]=[CH:9][C:10]3[N:11]([C:13]([CH2:16][NH:17][C:19]4[N:27]=[CH:26][N:25]=[C:24]5[C:20]=4[NH:21][CH:22]=[N:23]5)=[N:14][N:15]=3)[N:12]=2)[CH:2]=[CH:3][CH:4]=[CH:5][CH:6]=1. The yield is 0.328. (2) The reactants are [N+:1]([C:4]1[CH:5]=[C:6]([CH:10]=[C:11]([C:13]([F:16])([F:15])[F:14])[CH:12]=1)[C:7]([OH:9])=O)([O-:3])=[O:2].[CH3:17][O:18][CH2:19][CH2:20][NH2:21].CCN=C=NCCCN(C)C. The catalyst is C(Cl)Cl.CN(C1C=CN=CC=1)C. The product is [CH3:17][O:18][CH2:19][CH2:20][NH:21][C:7](=[O:9])[C:6]1[CH:10]=[C:11]([C:13]([F:16])([F:15])[F:14])[CH:12]=[C:4]([N+:1]([O-:3])=[O:2])[CH:5]=1. The yield is 0.630.